This data is from Choline transporter screen with 302,306 compounds. The task is: Binary Classification. Given a drug SMILES string, predict its activity (active/inactive) in a high-throughput screening assay against a specified biological target. (1) The drug is FC(F)(F)C(Nc1nc(cc(c1)C)C)(NC(=O)CC)C(F)(F)F. The result is 0 (inactive). (2) The result is 0 (inactive). The drug is s1c(C(=O)Nc2ccc(N)cc2)ccc1. (3) The drug is O(c1cc2c(n3c(c2)C(=NCC3)NN)cc1)C. The result is 0 (inactive). (4) The drug is S(C(c1ccccc1)C(=O)Nc1c(ccc(c1)C)C)c1n2c(NCC)nc(nc2nn1)NCC. The result is 0 (inactive). (5) The molecule is S1(=O)(=O)CC(NC(=O)COC(=O)c2cc(S(=O)(=O)N3CCc4c3cccc4)ccc2)CC1. The result is 0 (inactive). (6) The drug is S(CC(=O)N1CCCCC1)c1n(c(=O)c2[nH]c3c(c2n1)cccc3)C. The result is 0 (inactive). (7) The compound is O(C(=O)C1CCC1)C(C(=O)c1c2c([nH]c1C)cccc2)C. The result is 0 (inactive).